Dataset: Reaction yield outcomes from USPTO patents with 853,638 reactions. Task: Predict the reaction yield, written as a fraction of the theoretical maximum amount of product (1.0 means a 100% yield; for example, 0.34 means a 34% yield). (1) The reactants are [Br:1][C:2]1[CH:7]=[C:6]([F:8])[CH:5]=[CH:4][C:3]=1[CH:9]1[C:14]([C:15]([O:17][CH2:18][CH3:19])=[O:16])=[C:13]([CH2:20][N:21]2[CH2:26][CH2:25][O:24][CH2:23][C@@H:22]2[CH2:27][OH:28])[NH:12][C:11]([C:29]2[S:30][CH:31]=[CH:32][N:33]=2)=[N:10]1.C(OC([NH:41][C@@H:42]([CH2:46][CH3:47])[C:43](O)=[O:44])=O)(C)(C)C. No catalyst specified. The product is [NH2:41][C@@H:42]([CH2:46][CH3:47])[C:43]([O:28][CH2:27][C@@H:22]1[N:21]([CH2:20][C:13]2[NH:12][C:11]([C:29]3[S:30][CH:31]=[CH:32][N:33]=3)=[N:10][CH:9]([C:3]3[CH:4]=[CH:5][C:6]([F:8])=[CH:7][C:2]=3[Br:1])[C:14]=2[C:15]([O:17][CH2:18][CH3:19])=[O:16])[CH2:26][CH2:25][O:24][CH2:23]1)=[O:44]. The yield is 0.310. (2) The reactants are [CH3:1][N:2]1[CH2:7][CH2:6][N:5]([C:8]2[N:13]3[C:14]([CH2:30][OH:31])=[C:15]([CH2:17][N:18]([CH3:29])[C@@H:19]4[C:28]5[N:27]=[CH:26][CH:25]=[CH:24][C:23]=5[CH2:22][CH2:21][CH2:20]4)[N:16]=[C:12]3[CH:11]=[CH:10][CH:9]=2)[CH2:4][CH2:3]1. The catalyst is ClCCl. The product is [CH3:1][N:2]1[CH2:7][CH2:6][N:5]([C:8]2[N:13]3[C:14]([CH:30]=[O:31])=[C:15]([CH2:17][N:18]([CH3:29])[C@@H:19]4[C:28]5[N:27]=[CH:26][CH:25]=[CH:24][C:23]=5[CH2:22][CH2:21][CH2:20]4)[N:16]=[C:12]3[CH:11]=[CH:10][CH:9]=2)[CH2:4][CH2:3]1. The yield is 0.580. (3) The reactants are Cl.[NH2:2][C@@H:3]1[CH2:12][CH2:11][CH2:10][C:9]2[C:8]([C:13]3[S:17][C:16]([C:18]4[CH:19]=[CH:20][C:21]([O:26][CH:27]([CH3:29])[CH3:28])=[C:22]([CH:25]=4)[C:23]#[N:24])=[N:15][N:14]=3)=[CH:7][CH:6]=[CH:5][C:4]1=2.[S:30](N)([NH2:33])(=[O:32])=[O:31].CCN(C(C)C)C(C)C. The catalyst is O1CCOCC1. The product is [C:23]([C:22]1[CH:25]=[C:18]([C:16]2[S:17][C:13]([C:8]3[CH:7]=[CH:6][CH:5]=[C:4]4[C:9]=3[CH2:10][CH2:11][CH2:12][C@H:3]4[NH:2][S:30]([NH2:33])(=[O:32])=[O:31])=[N:14][N:15]=2)[CH:19]=[CH:20][C:21]=1[O:26][CH:27]([CH3:29])[CH3:28])#[N:24]. The yield is 0.460. (4) The reactants are [Cl:1][C:2]1[CH:3]=[C:4]([C:8]2[N:13]=[C:12]([CH2:14][N:15]3[CH:19]=[N:18][C:17]([C:20](OC)=[O:21])=[N:16]3)[CH:11]=[N:10][C:9]=2[O:24][CH3:25])[CH:5]=[CH:6][CH:7]=1.[BH4-].[Li+]. The catalyst is C1COCC1.O. The product is [Cl:1][C:2]1[CH:3]=[C:4]([C:8]2[N:13]=[C:12]([CH2:14][N:15]3[CH:19]=[N:18][C:17]([CH2:20][OH:21])=[N:16]3)[CH:11]=[N:10][C:9]=2[O:24][CH3:25])[CH:5]=[CH:6][CH:7]=1. The yield is 0.700. (5) The reactants are [Cl:1][C:2]1[CH:3]=[N:4][C:5]([OH:11])=[C:6]([CH:10]=1)[C:7]([OH:9])=O.[Cl:12][C:13]1[CH:19]=[CH:18][C:17]([C:20]([F:23])([F:22])[F:21])=[CH:16][C:14]=1[NH2:15]. No catalyst specified. The product is [Cl:12][C:13]1[CH:19]=[CH:18][C:17]([C:20]([F:22])([F:23])[F:21])=[CH:16][C:14]=1[NH:15][C:7](=[O:9])[C:6]1[CH:10]=[C:2]([Cl:1])[CH:3]=[N:4][C:5]=1[OH:11]. The yield is 0.429. (6) The reactants are Br[C:2]1[CH:3]=[CH:4][C:5]2[O:14][CH2:13][CH2:12][C:11]3[S:10][C:9]([C:15]4[N:16]([CH:20]([CH3:22])[CH3:21])[N:17]=[CH:18][N:19]=4)=[N:8][C:7]=3[C:6]=2[CH:23]=1.[CH3:24][C:25]1[CH:26]=[C:27](B(O)O)[CH:28]=[N:29][CH:30]=1. No catalyst specified. The product is [CH:20]([N:16]1[C:15]([C:9]2[S:10][C:11]3[CH2:12][CH2:13][O:14][C:5]4[CH:4]=[CH:3][C:2]([C:27]5[CH:28]=[N:29][CH:30]=[C:25]([CH3:24])[CH:26]=5)=[CH:23][C:6]=4[C:7]=3[N:8]=2)=[N:19][CH:18]=[N:17]1)([CH3:22])[CH3:21]. The yield is 0.170.